This data is from Peptide-MHC class II binding affinity with 134,281 pairs from IEDB. The task is: Regression. Given a peptide amino acid sequence and an MHC pseudo amino acid sequence, predict their binding affinity value. This is MHC class II binding data. (1) The peptide sequence is VEDEARRMWASAQNI. The MHC is HLA-DPA10201-DPB10101 with pseudo-sequence HLA-DPA10201-DPB10101. The binding affinity (normalized) is 0.120. (2) The peptide sequence is VGSLQYLALTALITPKK. The MHC is HLA-DQA10501-DQB10201 with pseudo-sequence HLA-DQA10501-DQB10201. The binding affinity (normalized) is 0.411. (3) The peptide sequence is QGVYMGNLSQSQLAK. The MHC is DRB1_1501 with pseudo-sequence DRB1_1501. The binding affinity (normalized) is 0.0204. (4) The peptide sequence is LLESLSSLGAHLDSD. The MHC is H-2-IAb with pseudo-sequence H-2-IAb. The binding affinity (normalized) is 0.114. (5) The peptide sequence is DLKYTYAFTKKVK. The MHC is HLA-DPA10201-DPB10101 with pseudo-sequence HLA-DPA10201-DPB10101. The binding affinity (normalized) is 0.313.